Dataset: Peptide-MHC class I binding affinity with 185,985 pairs from IEDB/IMGT. Task: Regression. Given a peptide amino acid sequence and an MHC pseudo amino acid sequence, predict their binding affinity value. This is MHC class I binding data. The peptide sequence is ERFAVNPGLLE. The MHC is HLA-A03:01 with pseudo-sequence HLA-A03:01. The binding affinity (normalized) is 0.